From a dataset of Reaction yield outcomes from USPTO patents with 853,638 reactions. Predict the reaction yield, written as a fraction of the theoretical maximum amount of product (1.0 means a 100% yield; for example, 0.34 means a 34% yield). The reactants are F[C:2]1[CH:3]=[CH:4][C:5]([N+:12]([O-:14])=[O:13])=[C:6]([C:8]([F:11])([F:10])[F:9])[CH:7]=1.C(N(CC)CC)C.[NH:22]1[CH2:27][CH2:26][O:25][CH2:24][CH2:23]1. The catalyst is C(#N)C. The product is [N+:12]([C:5]1[CH:4]=[CH:3][C:2]([N:22]2[CH2:27][CH2:26][O:25][CH2:24][CH2:23]2)=[CH:7][C:6]=1[C:8]([F:11])([F:10])[F:9])([O-:14])=[O:13]. The yield is 0.950.